Dataset: Forward reaction prediction with 1.9M reactions from USPTO patents (1976-2016). Task: Predict the product of the given reaction. Given the reactants C(OC([NH:8][C:9](=[NH:44])[NH:10][C:11](=[O:43])[CH2:12][CH2:13][C@H:14]([NH:22][C:23]([C:25]1[S:26][C:27]([CH:30]([C:37]2[CH:42]=[CH:41][CH:40]=[CH:39][CH:38]=2)[C:31]2[CH:36]=[CH:35][CH:34]=[CH:33][CH:32]=2)=[CH:28][CH:29]=1)=[O:24])[C:15]([O:17]C(C)(C)C)=[O:16])=O)(C)(C)C.[C:45]([OH:51])([C:47]([F:50])([F:49])[F:48])=[O:46].C([SiH](CC)CC)C, predict the reaction product. The product is: [NH:10]([C:11](=[O:43])[CH2:12][CH2:13][C@H:14]([NH:22][C:23]([C:25]1[S:26][C:27]([CH:30]([C:37]2[CH:38]=[CH:39][CH:40]=[CH:41][CH:42]=2)[C:31]2[CH:32]=[CH:33][CH:34]=[CH:35][CH:36]=2)=[CH:28][CH:29]=1)=[O:24])[C:15]([OH:17])=[O:16])[C:9]([NH2:44])=[NH:8].[C:45]([OH:51])([C:47]([F:50])([F:49])[F:48])=[O:46].